This data is from Forward reaction prediction with 1.9M reactions from USPTO patents (1976-2016). The task is: Predict the product of the given reaction. (1) Given the reactants [Cl:1][C:2]1[CH:3]=[C:4](/[CH:9]=[CH:10]/[C:11]([N:13]2[CH2:18][CH2:17][CH:16]([NH:19][C:20](=[O:29])[CH2:21][CH2:22][CH2:23][C:24]3[N:25]=[N:26][NH:27][CH:28]=3)[CH2:15][CH2:14]2)=[O:12])[CH:5]=[C:6]([Cl:8])[CH:7]=1, predict the reaction product. The product is: [Cl:8][C:6]1[CH:5]=[C:4]([CH2:9][CH2:10][C:11]([N:13]2[CH2:14][CH2:15][CH:16]([NH:19][C:20](=[O:29])[CH2:21][CH2:22][CH2:23][C:24]3[N:25]=[N:26][NH:27][CH:28]=3)[CH2:17][CH2:18]2)=[O:12])[CH:3]=[C:2]([Cl:1])[CH:7]=1. (2) The product is: [CH3:1][O:2][CH2:3][C:4]1[CH:9]=[CH:8][CH:7]=[CH:6][C:5]=1[C:10](=[O:16])[C:11]([NH:20][CH3:19])=[O:12]. Given the reactants [CH3:1][O:2][CH2:3][C:4]1[CH:9]=[CH:8][CH:7]=[CH:6][C:5]=1[C:10](=[O:16])[C:11](OCC)=[O:12].CO.[CH3:19][NH2:20], predict the reaction product. (3) The product is: [I:17][C:3]1[C:4]2[C:9](=[CH:8][C:7]([C:10]#[N:11])=[CH:6][CH:5]=2)[NH:1][N:2]=1. Given the reactants [NH:1]1[C:9]2[C:4](=[CH:5][CH:6]=[C:7]([C:10]#[N:11])[CH:8]=2)[CH:3]=[N:2]1.CN(C)C=O.[I:17]I.[OH-].[K+], predict the reaction product. (4) Given the reactants [CH2:1]([O:3][C:4]([C:6]1[C:10]([C:11]([O:13][CH2:14][CH3:15])=[O:12])=[C:9]([CH:16]([C:18]2[CH:23]=[CH:22][C:21]([Cl:24])=[CH:20][CH:19]=2)O)[N:8]([CH:25]([CH3:27])[CH3:26])[C:7]=1[Br:28])=[O:5])[CH3:2].[NH2:29][C:30]1[CH:31]=[C:32]([Cl:38])[C:33](=[O:37])[N:34]([CH3:36])[CH:35]=1.C(OC(C1C=CN(C(C)C)C=1C(C1C=CC(Cl)=CC=1)O)=O)C.NC1C(=O)N(C)C=C(Cl)C=1, predict the reaction product. The product is: [CH2:1]([O:3][C:4]([C:6]1[C:10]([C:11]([O:13][CH2:14][CH3:15])=[O:12])=[C:9]([CH:16]([NH:29][C:30]2[CH:31]=[C:32]([Cl:38])[C:33](=[O:37])[N:34]([CH3:36])[CH:35]=2)[C:18]2[CH:23]=[CH:22][C:21]([Cl:24])=[CH:20][CH:19]=2)[N:8]([CH:25]([CH3:27])[CH3:26])[C:7]=1[Br:28])=[O:5])[CH3:2]. (5) The product is: [CH2:39]([N:23]([CH2:21][CH3:22])[C:24](=[O:38])[C:25]1[CH:30]=[CH:29][CH:28]=[CH:27][C:26]=1[CH:31]([N:32]1[C:36]([I:37])=[CH:35][N:34]=[CH:33]1)[C:42]([OH:43])([CH3:44])[CH3:41])[CH3:40]. Given the reactants C(NC(C)C)(C)C.[Li]CCCC.[Li+].CC([N-]C(C)C)C.[CH2:21]([N:23]([CH2:39][CH3:40])[C:24](=[O:38])[C:25]1[CH:30]=[CH:29][CH:28]=[CH:27][C:26]=1[CH2:31][N:32]1[C:36]([I:37])=[CH:35][N:34]=[CH:33]1)[CH3:22].[CH3:41][C:42]([CH3:44])=[O:43], predict the reaction product. (6) Given the reactants CO.C[O-].[Na+].[CH3:6][O:7][C:8]1[CH:16]=[CH:15][C:11]([CH2:12][C:13]#[N:14])=[CH:10][CH:9]=1.[C:17]1(=[O:23])[CH2:22][CH2:21][CH2:20][CH2:19][CH2:18]1, predict the reaction product. The product is: [C:13]([CH:12]([C:11]1[CH:15]=[CH:16][C:8]([O:7][CH3:6])=[CH:9][CH:10]=1)[C:17]1([OH:23])[CH2:22][CH2:21][CH2:20][CH2:19][CH2:18]1)#[N:14]. (7) Given the reactants Cl[C:2]1[CH:3]=[C:4]([NH:11][C:12]2[CH:17]=[CH:16][CH:15]=[C:14]([N:18]3[CH2:22][CH2:21][CH2:20][C@@H:19]3[CH3:23])[N:13]=2)[C:5]2[N:6]([CH:8]=[CH:9][N:10]=2)[N:7]=1.[CH3:24][C:25]1[C:34](B2OC(C)(C)C(C)(C)O2)=[CH:33][CH:32]=[CH:31][C:26]=1[C:27]([O:29][CH3:30])=[O:28].CC(C1C=C(C(C)C)C(C2C=CC=CC=2P(C2CCCCC2)C2CCCCC2)=C(C(C)C)C=1)C.C([O-])([O-])=O.[Na+].[Na+], predict the reaction product. The product is: [CH3:24][C:25]1[C:34]([C:2]2[CH:3]=[C:4]([NH:11][C:12]3[CH:17]=[CH:16][CH:15]=[C:14]([N:18]4[CH2:22][CH2:21][CH2:20][C@@H:19]4[CH3:23])[N:13]=3)[C:5]3[N:6]([CH:8]=[CH:9][N:10]=3)[N:7]=2)=[CH:33][CH:32]=[CH:31][C:26]=1[C:27]([O:29][CH3:30])=[O:28]. (8) Given the reactants Br[C:2]1[CH:7]=[CH:6][CH:5]=[C:4](Br)[CH:3]=1.[C:9]1(B(O)O)[CH:14]=[CH:13][CH:12]=[CH:11][CH:10]=1.C(=O)([O-])[O-].[Na+].[Na+], predict the reaction product. The product is: [C:2]1([C:11]2[CH:12]=[CH:13][CH:14]=[C:9]([C:2]3[CH:7]=[CH:6][CH:5]=[CH:4][CH:3]=3)[CH:10]=2)[CH:7]=[CH:6][CH:5]=[CH:4][CH:3]=1. (9) Given the reactants C([O:8][C:9]1[C:13]2([CH2:18][CH2:17][N:16]([O:19][CH3:20])[CH2:15][CH2:14]2)[N:12]([CH3:21])[C:11](=[O:22])[C:10]=1[C:23]1[C:28]([CH3:29])=[CH:27][C:26]([CH3:30])=[CH:25][C:24]=1[CH3:31])C1C=CC=CC=1, predict the reaction product. The product is: [OH:8][C:9]1[C:13]2([CH2:18][CH2:17][N:16]([O:19][CH3:20])[CH2:15][CH2:14]2)[N:12]([CH3:21])[C:11](=[O:22])[C:10]=1[C:23]1[C:28]([CH3:29])=[CH:27][C:26]([CH3:30])=[CH:25][C:24]=1[CH3:31].